Dataset: Peptide-MHC class I binding affinity with 185,985 pairs from IEDB/IMGT. Task: Regression. Given a peptide amino acid sequence and an MHC pseudo amino acid sequence, predict their binding affinity value. This is MHC class I binding data. (1) The peptide sequence is LLVTLAILTA. The MHC is HLA-A68:02 with pseudo-sequence HLA-A68:02. The binding affinity (normalized) is 0.101. (2) The peptide sequence is KWKYENPCK. The MHC is HLA-B15:03 with pseudo-sequence HLA-B15:03. The binding affinity (normalized) is 0.474. (3) The peptide sequence is TQGYFPDWQNY. The MHC is HLA-B54:01 with pseudo-sequence HLA-B54:01. The binding affinity (normalized) is 0.312. (4) The peptide sequence is LLLLVAHYA. The MHC is HLA-A02:17 with pseudo-sequence HLA-A02:17. The binding affinity (normalized) is 0.170. (5) The peptide sequence is QAYAAPQLF. The MHC is HLA-B51:01 with pseudo-sequence HLA-B51:01. The binding affinity (normalized) is 0.213.